This data is from Retrosynthesis with 50K atom-mapped reactions and 10 reaction types from USPTO. The task is: Predict the reactants needed to synthesize the given product. (1) Given the product Oc1cc(COC(Cn2ccnc2)c2ccc(Cl)cc2Cl)c2ccccc2n1, predict the reactants needed to synthesize it. The reactants are: OC(Cn1ccnc1)c1ccc(Cl)cc1Cl.Oc1cc(CBr)c2ccccc2n1. (2) Given the product COc1ccc(CC#N)cc1Br, predict the reactants needed to synthesize it. The reactants are: COc1ccc(CBr)cc1Br.[C-]#N. (3) Given the product COC(=O)CCCC(=O)N(CCc1c[nH]c2ccccc12)CC1CC1, predict the reactants needed to synthesize it. The reactants are: COC(=O)CCCC(=O)Cl.c1ccc2c(CCNCC3CC3)c[nH]c2c1. (4) Given the product Cc1ccc(-c2c(CNC(=O)OC(C)(C)C)c(CC(C)C)nc(C)c2C(=O)OC2COC(=O)O2)cc1, predict the reactants needed to synthesize it. The reactants are: Cc1ccc(-c2c(CNC(=O)OC(C)(C)C)c(CC(C)C)nc(C)c2C(=O)O)cc1.O=C1OCC(Cl)O1. (5) Given the product CC(C)(C)N1C(=O)C(NC2CCN(C(=O)c3ccc(F)c(F)c3)CC2)=C(c2ccccc2)S1(=O)=O, predict the reactants needed to synthesize it. The reactants are: CC(C)(C)N1C(=O)C(NC2CCNCC2)=C(c2ccccc2)S1(=O)=O.O=C(Cl)c1ccc(F)c(F)c1.